The task is: Predict which catalyst facilitates the given reaction.. This data is from Catalyst prediction with 721,799 reactions and 888 catalyst types from USPTO. (1) Reactant: [N+:1]([C:4]1[CH:5]=[C:6]([CH:16]=[CH:17][CH:18]=1)[C:7]([NH:9][C:10]1([C:13](O)=[O:14])[CH2:12][CH2:11]1)=[O:8])([O-:3])=[O:2].C(Cl)(=O)C(Cl)=O.C[N:26](C=O)C.N. Product: [C:13]([C:10]1([NH:9][C:7](=[O:8])[C:6]2[CH:16]=[CH:17][CH:18]=[C:4]([N+:1]([O-:3])=[O:2])[CH:5]=2)[CH2:12][CH2:11]1)(=[O:14])[NH2:26]. The catalyst class is: 4. (2) Reactant: [NH:1]1[C:9]2[C:4](=[C:5]([C:10]3[N:11]=[C:12]([N:25]4[CH2:30][CH2:29][O:28][CH2:27][CH2:26]4)[C:13]4[O:18][C:17]5[N:19]=[CH:20][C:21]([CH:23]=O)=[CH:22][C:16]=5[C:14]=4[N:15]=3)[CH:6]=[CH:7][CH:8]=2)[CH:3]=[CH:2]1.[BH3-]C#N.[Na+].[BH-](OC(C)=O)(OC(C)=O)OC(C)=O.[Na+].CC([O-])=O.[Na+].Cl.[CH:55]1([CH2:58][NH:59][CH3:60])[CH2:57][CH2:56]1. Product: [CH:55]1([CH2:58][N:59]([CH2:23][C:21]2[CH:20]=[N:19][C:17]3[O:18][C:13]4[C:12]([N:25]5[CH2:26][CH2:27][O:28][CH2:29][CH2:30]5)=[N:11][C:10]([C:5]5[CH:6]=[CH:7][CH:8]=[C:9]6[C:4]=5[CH:3]=[CH:2][NH:1]6)=[N:15][C:14]=4[C:16]=3[CH:22]=2)[CH3:60])[CH2:57][CH2:56]1. The catalyst class is: 655. (3) Reactant: [Cl:1][C:2]1[N:3]=[C:4](Cl)[C:5]2[S:10][CH2:9][CH2:8][C:6]=2[N:7]=1.C(N(C(C)C)CC)(C)C.[NH2:21][C@@H:22]1[CH2:27][N:26]([CH3:28])[C:25](=[O:29])[CH2:24][CH2:23]1. The catalyst class is: 12. Product: [Cl:1][C:2]1[N:3]=[C:4]([NH:21][C@@H:22]2[CH2:27][N:26]([CH3:28])[C:25](=[O:29])[CH2:24][CH2:23]2)[C:5]2[S:10][CH2:9][CH2:8][C:6]=2[N:7]=1.